This data is from Forward reaction prediction with 1.9M reactions from USPTO patents (1976-2016). The task is: Predict the product of the given reaction. (1) Given the reactants [Cl:1][C:2]1[CH:3]=[CH:4][C:5]([O:17][CH2:18][C:19]2[CH:24]=[CH:23][C:22]([Cl:25])=[CH:21][C:20]=2[F:26])=[C:6]([CH2:8][C:9]2[N:14]=[C:13]([C:15]#[N:16])[CH:12]=[CH:11][CH:10]=2)[CH:7]=1.[N-:27]=[N+:28]=[N-:29].[Na+].[Cl-].[NH4+].CN(C)C=O, predict the reaction product. The product is: [Cl:1][C:2]1[CH:3]=[CH:4][C:5]([O:17][CH2:18][C:19]2[CH:24]=[CH:23][C:22]([Cl:25])=[CH:21][C:20]=2[F:26])=[C:6]([CH2:8][C:9]2[CH:10]=[CH:11][CH:12]=[C:13]([C:15]3[NH:29][N:28]=[N:27][N:16]=3)[N:14]=2)[CH:7]=1. (2) Given the reactants [Li+].[BH4-].[Cl:3][C:4]1[CH:5]=[CH:6][C:7]([O:20][CH2:21][C:22]2[CH:27]=[CH:26][C:25]([Cl:28])=[CH:24][C:23]=2[F:29])=[C:8]([CH2:10][C:11]2[N:16]=[C:15]([C:17]([O-])=[O:18])[CH:14]=[CH:13][CH:12]=2)[CH:9]=1.[Na+].C1COCC1.Cl, predict the reaction product. The product is: [Cl:3][C:4]1[CH:5]=[CH:6][C:7]([O:20][CH2:21][C:22]2[CH:27]=[CH:26][C:25]([Cl:28])=[CH:24][C:23]=2[F:29])=[C:8]([CH2:10][C:11]2[N:16]=[C:15]([CH2:17][OH:18])[CH:14]=[CH:13][CH:12]=2)[CH:9]=1. (3) Given the reactants [Cl:1][C:2]1[N:9]=[C:8](Cl)[CH:7]=[CH:6][C:3]=1[CH:4]=[O:5].[F:11][C:12]1[CH:17]=[CH:16][C:15]([C:18]2[O:19][C:20]3[CH:30]=[C:29]([N:31]([CH3:36])[S:32]([CH3:35])(=[O:34])=[O:33])[C:28](B4OC(C)(C)C(C)(C)O4)=[CH:27][C:21]=3[C:22]=2[C:23]([NH:25][CH3:26])=[O:24])=[CH:14][CH:13]=1.C([O-])([O-])=O.[K+].[K+], predict the reaction product. The product is: [Cl:1][C:2]1[N:9]=[C:8]([C:28]2[C:29]([N:31]([CH3:36])[S:32]([CH3:35])(=[O:34])=[O:33])=[CH:30][C:20]3[O:19][C:18]([C:15]4[CH:16]=[CH:17][C:12]([F:11])=[CH:13][CH:14]=4)=[C:22]([C:23]([NH:25][CH3:26])=[O:24])[C:21]=3[CH:27]=2)[CH:7]=[CH:6][C:3]=1[CH:4]=[O:5]. (4) The product is: [CH2:1]([O:8][C:9]1[N:14]=[N:13][C:12]([CH2:15][CH2:16][C:17]2[CH:18]=[CH:19][C:20]([CH:21]=[O:22])=[CH:23][CH:24]=2)=[CH:11][CH:10]=1)[C:2]1[CH:3]=[CH:4][CH:5]=[CH:6][CH:7]=1. Given the reactants [CH2:1]([O:8][C:9]1[N:14]=[N:13][C:12]([C:15]#[C:16][C:17]2[CH:24]=[CH:23][C:20]([CH:21]=[O:22])=[CH:19][CH:18]=2)=[CH:11][CH:10]=1)[C:2]1[CH:7]=[CH:6][CH:5]=[CH:4][CH:3]=1.[H][H], predict the reaction product. (5) Given the reactants Br.Br[C:3]1[CH:8]=[CH:7][C:6]([C:9]2[N:10]=[C:11]([NH2:14])[S:12][CH:13]=2)=[CH:5][CH:4]=1.C1(P(C2C=CC=CC=2)C2C=CC=CC=2)C=CC=CC=1.CCN(C(C)C)C(C)C.[C:43]([O:47][CH2:48][CH3:49])(=[O:46])[CH:44]=[CH2:45], predict the reaction product. The product is: [CH2:48]([O:47][C:43](=[O:46])[CH:44]=[CH:45][C:3]1[CH:8]=[CH:7][C:6]([C:9]2[N:10]=[C:11]([NH2:14])[S:12][CH:13]=2)=[CH:5][CH:4]=1)[CH3:49].